This data is from Forward reaction prediction with 1.9M reactions from USPTO patents (1976-2016). The task is: Predict the product of the given reaction. (1) Given the reactants [O:1]1CCO[CH:2]1[C:6]1[CH:7]=[CH:8][C:9]([O:33][C:34]([F:37])([F:36])[F:35])=[C:10]([C:12]2[CH:21]=[C:20]3[C:15]([C:16]([CH3:31])([CH3:30])[CH2:17][CH:18]=[C:19]3OS(C(F)(F)F)(=O)=O)=[CH:14][C:13]=2[CH3:32])[CH:11]=1.[S:38]1[CH:42]=[CH:41][C:40](B(O)O)=[CH:39]1, predict the reaction product. The product is: [F:37][C:34]([F:36])([F:35])[O:33][C:9]1[CH:8]=[CH:7][C:6]([CH:2]=[O:1])=[CH:11][C:10]=1[C:12]1[C:13]([CH3:32])=[CH:14][C:15]2[C:16]([CH3:31])([CH3:30])[CH2:17][CH:18]=[C:19]([C:40]3[CH:41]=[CH:42][S:38][CH:39]=3)[C:20]=2[CH:21]=1. (2) Given the reactants Cl[C:2]1[C:3]2[S:23](=[O:24])[CH2:22][CH2:21][C:4]=2[N:5]=[C:6]([N:8]2[CH2:13][CH2:12][N:11]([C:14]3[CH:19]=[CH:18][C:17]([Cl:20])=[CH:16][CH:15]=3)[CH2:10][CH2:9]2)[N:7]=1.C([SiH2][O:30][C:31](C)(C)[C@H:32]([NH2:48])[CH2:33][C:34]1[CH:39]=[CH:38][C:37]([O:40][Si](C(C)(C)C)(C)C)=[CH:36][CH:35]=1)(C)(C)C.C(N(C(C)C)CC)(C)C, predict the reaction product. The product is: [Cl:20][C:17]1[CH:18]=[CH:19][C:14]([N:11]2[CH2:12][CH2:13][N:8]([C:6]3[N:7]=[C:2]([NH:48][C@@H:32]([CH2:31][OH:30])[CH2:33][C:34]4[CH:39]=[CH:38][C:37]([OH:40])=[CH:36][CH:35]=4)[C:3]4[S:23](=[O:24])[CH2:22][CH2:21][C:4]=4[N:5]=3)[CH2:9][CH2:10]2)=[CH:15][CH:16]=1. (3) Given the reactants [F:1][C:2]([F:7])([F:6])[C:3]([OH:5])=[O:4].FC(F)(F)C(O)=O.[Cl:15][C:16]1[CH:17]=[N:18][C:19]2[NH:20][C:21]3[CH:22]=[CH:23][CH:24]=[C:25]([CH:47]=3)[CH2:26][CH2:27][C:28]3[CH:36]=[C:32]([NH:33][C:34]=1[N:35]=2)[CH:31]=[CH:30][C:29]=3[NH:37][C:38](=[O:46])[CH2:39][CH:40]1[CH2:45][CH2:44][NH:43][CH2:42][CH2:41]1.[N:48]([CH:51]1[CH2:55][CH2:54][CH2:53][CH2:52]1)=[C:49]=[O:50], predict the reaction product. The product is: [F:1][C:2]([F:7])([F:6])[C:3]([OH:5])=[O:4].[Cl:15][C:16]1[CH:17]=[N:18][C:19]2[NH:20][C:21]3[CH:22]=[CH:23][CH:24]=[C:25]([CH:47]=3)[CH2:26][CH2:27][C:28]3[CH:36]=[C:32]([NH:33][C:34]=1[N:35]=2)[CH:31]=[CH:30][C:29]=3[NH:37][C:38](=[O:46])[CH2:39][CH:40]1[CH2:45][CH2:44][N:43]([C:49]([NH:48][CH:51]2[CH2:55][CH2:54][CH2:53][CH2:52]2)=[O:50])[CH2:42][CH2:41]1. (4) Given the reactants CO[CH:3]([O:7][CH3:8])[CH2:4]OC.FC(F)(F)C(O)=O.[NH2:16][C:17]1[CH:25]=[CH:24][C:23]([Br:26])=[CH:22][C:18]=1[C:19]([OH:21])=[O:20].C(O[BH-](OC(=O)C)OC(=O)C)(=O)C.[Na+], predict the reaction product. The product is: [Br:26][C:23]1[CH:24]=[CH:25][C:17]([NH:16][CH2:4][CH2:3][O:7][CH3:8])=[C:18]([CH:22]=1)[C:19]([OH:21])=[O:20]. (5) The product is: [Cl:18][C:15]1[N:14]([CH2:19][C:20]2[CH:25]=[CH:24][CH:23]=[C:22]([F:26])[CH:21]=2)[C:9]2=[C:10]([C:12]#[N:13])[N:11]=[C:6]([C:4]([NH:28][CH2:29][C:30]([OH:32])=[O:31])=[O:5])[C:7]([OH:27])=[C:8]2[C:16]=1[Cl:17]. Given the reactants C(O[C:4]([C:6]1[C:7]([OH:27])=[C:8]2[C:16]([Cl:17])=[C:15]([Cl:18])[N:14]([CH2:19][C:20]3[CH:25]=[CH:24][CH:23]=[C:22]([F:26])[CH:21]=3)[C:9]2=[C:10]([C:12]#[N:13])[N:11]=1)=[O:5])C.[NH2:28][CH2:29][C:30]([OH:32])=[O:31].C[O-].[Na+].CO, predict the reaction product. (6) Given the reactants C([O:3][C:4]([C:6]1[NH:14][C:13]2[C:8](=[N:9][C:10]([O:15][CH3:16])=[CH:11][CH:12]=2)[CH:7]=1)=[O:5])C.[OH-].[Na+].C(O)(=O)C, predict the reaction product. The product is: [CH3:16][O:15][C:10]1[N:9]=[C:8]2[CH:7]=[C:6]([C:4]([OH:5])=[O:3])[NH:14][C:13]2=[CH:12][CH:11]=1.